From a dataset of Reaction yield outcomes from USPTO patents with 853,638 reactions. Predict the reaction yield, written as a fraction of the theoretical maximum amount of product (1.0 means a 100% yield; for example, 0.34 means a 34% yield). (1) The reactants are [ClH:1].[NH2:2][C:3]1[CH:11]=[C:10]([C:12]([O:14][CH3:15])=[O:13])[CH:9]=[C:8]2[C:4]=1[CH:5]=[CH:6][N:7]2[CH2:16][CH3:17].CCN([CH2:23][CH3:24])CC.[Cl:25][CH2:26][CH2:27][CH2:28][S:29](Cl)(=[O:31])=[O:30]. The catalyst is C(Cl)Cl. The product is [Cl:25][CH2:26][CH2:27][CH2:28][S:29]([N:2]([S:29]([CH2:28][CH2:23][CH2:24][Cl:1])(=[O:31])=[O:30])[C:3]1[CH:11]=[C:10]([C:12]([O:14][CH3:15])=[O:13])[CH:9]=[C:8]2[C:4]=1[CH:5]=[CH:6][N:7]2[CH2:16][CH3:17])(=[O:31])=[O:30]. The yield is 0.550. (2) The reactants are C(OC([N:8]1[CH2:12][C@@H:11]([CH2:13][O:14][CH3:15])[CH2:10][C@H:9]1[C:16]1[NH:20][C:19]2[C:21]3[C:26]([CH:27]=[CH:28][C:18]=2[N:17]=1)=[CH:25][C:24]1[C:29]2[C:34]([CH2:35][O:36][C:23]=1[CH:22]=3)=[CH:33][C:32]([C:37]1[CH:38]=[CH:39][C:40]3[N:44]=[C:43]([C@@H:45]4[CH2:49][CH2:48][CH2:47][N:46]4[C:50](=[O:60])[C@@H:51]([NH:55][C:56]([O:58][CH3:59])=[O:57])[CH:52]([CH3:54])[CH3:53])[NH:42][C:41]=3[CH:61]=1)=[CH:31][CH:30]=2)=O)(C)(C)C.Cl.[CH3:63][O:64][C:65]([NH:67][C@H:68]([C:72]1[CH:77]=CC=C[CH:73]=1)[C:69](O)=[O:70])=[O:66].CCOC(C(C#N)=NOC(N1CCOCC1)=[N+](C)C)=O.F[P-](F)(F)(F)(F)F.C(N(C(C)C)CC)(C)C. The catalyst is CN(C=O)C.C(OCC)(=O)C.C(O)C. The product is [CH3:59][O:58][C:56]([NH:55][C@@H:51]([CH:52]([CH3:53])[CH3:54])[C:50]([N:46]1[CH2:47][CH2:48][CH2:49][C@H:45]1[C:43]1[NH:42][C:41]2[CH:61]=[C:37]([C:32]3[CH:33]=[C:34]4[CH2:35][O:36][C:23]5[CH:22]=[C:21]6[C:26]([CH:27]=[CH:28][C:18]7[N:17]=[C:16]([C@@H:9]8[CH2:10][C@H:11]([CH2:13][O:14][CH3:15])[CH2:12][N:8]8[C@@:68]([NH:67][C:65](=[O:66])[O:64][CH3:63])([CH:72]([CH3:77])[CH3:73])[CH:69]=[O:70])[NH:20][C:19]=76)=[CH:25][C:24]=5[C:29]4=[CH:30][CH:31]=3)[CH:38]=[CH:39][C:40]=2[N:44]=1)=[O:60])=[O:57]. The yield is 0.400. (3) The reactants are [CH2:1]([O:3][CH:4]([O:14][CH2:15][CH3:16])[CH2:5][O:6][C:7]1[CH:8]=[CH:9][C:10](F)=[N:11][CH:12]=1)[CH3:2].CC(C)([O-])C.[K+].CN(C)C(=O)C.[CH3:29][N:30]1[CH:34]=[CH:33][C:32]([NH:35][C:36]2[C:45]3[C:40](=[CH:41][CH:42]=[C:43]([OH:46])[CH:44]=3)[N:39]=[CH:38][N:37]=2)=[N:31]1. The catalyst is O. The product is [CH2:1]([O:3][CH:4]([O:14][CH2:15][CH3:16])[CH2:5][O:6][C:7]1[CH:8]=[CH:9][C:10]([O:46][C:43]2[CH:44]=[C:45]3[C:40](=[CH:41][CH:42]=2)[N:39]=[CH:38][N:37]=[C:36]3[NH:35][C:32]2[CH:33]=[CH:34][N:30]([CH3:29])[N:31]=2)=[N:11][CH:12]=1)[CH3:2]. The yield is 0.650. (4) The yield is 0.991. The product is [OH:22][CH2:21][CH2:20][NH:19][C:2]1[C:3](=[O:18])[N:4]([CH:15]([CH3:17])[CH3:16])[S:5](=[O:14])(=[O:13])[C:6]=1[C:7]1[CH:12]=[CH:11][CH:10]=[CH:9][CH:8]=1. The reactants are Cl[C:2]1[C:3](=[O:18])[N:4]([CH:15]([CH3:17])[CH3:16])[S:5](=[O:14])(=[O:13])[C:6]=1[C:7]1[CH:12]=[CH:11][CH:10]=[CH:9][CH:8]=1.[NH2:19][CH2:20][CH2:21][OH:22]. The catalyst is CN(C=O)C.CCOC(C)=O. (5) The reactants are Cl[C:2]1[C:3](=[O:15])[N:4]([C:8]2[CH:13]=[CH:12][C:11]([F:14])=[CH:10][CH:9]=2)[CH:5]=[CH:6][N:7]=1.[C:16]([Cu])#[N:17]. The catalyst is CN1CCCC1=O. The product is [F:14][C:11]1[CH:12]=[CH:13][C:8]([N:4]2[CH:5]=[CH:6][N:7]=[C:2]([C:16]#[N:17])[C:3]2=[O:15])=[CH:9][CH:10]=1. The yield is 0.230.